From a dataset of Forward reaction prediction with 1.9M reactions from USPTO patents (1976-2016). Predict the product of the given reaction. (1) Given the reactants [C:1](=[N:14][C:15]1[C:20]([F:21])=[CH:19][CH:18]=[CH:17][N:16]=1)([C:8]1C=CC=CC=1)C1C=CC=CC=1.C(OC(OCC)CBr)C.Br.C([O-])(O)=O.[Na+], predict the reaction product. The product is: [F:21][C:20]1[C:15]2[N:16]([CH:8]=[CH:1][N:14]=2)[CH:17]=[CH:18][CH:19]=1. (2) The product is: [CH:48]([NH:44][CH2:43][CH2:42][C@@H:11]1[CH2:10][C@H:9]([C:6]2[CH:7]=[CH:8][C:3]([O:2][CH3:1])=[CH:4][CH:5]=2)[C@@H:14]([O:15][CH2:16][C:17]2[CH:18]=[CH:19][C:20]3[O:25][CH2:24][CH2:23][N:22]([CH2:26][CH2:27][CH2:28][O:29][CH3:30])[C:21]=3[CH:31]=2)[CH2:13][NH:12]1)([CH3:49])[CH3:47]. Given the reactants [CH3:1][O:2][C:3]1[CH:8]=[CH:7][C:6]([C@@H:9]2[C@@H:14]([O:15][CH2:16][C:17]3[CH:18]=[CH:19][C:20]4[O:25][CH2:24][CH2:23][N:22]([CH2:26][CH2:27][CH2:28][O:29][CH3:30])[C:21]=4[CH:31]=3)[CH2:13][N:12](S(C3C=CC(C)=CC=3)(=O)=O)[C@H:11]([CH2:42][C:43]#[N:44])[CH2:10]2)=[CH:5][CH:4]=1.B.O1C[CH2:49][CH2:48][CH2:47]1, predict the reaction product.